Predict which catalyst facilitates the given reaction. From a dataset of Catalyst prediction with 721,799 reactions and 888 catalyst types from USPTO. Reactant: CC1C=CC(S(O[CH2:12][C@@H:13]([OH:31])[C@H:14]([C:24]2[CH:29]=[CH:28][CH:27]=[C:26]([F:30])[CH:25]=2)[N:15]2[C:23]3[C:18](=[CH:19][CH:20]=[CH:21][CH:22]=3)[CH:17]=[CH:16]2)(=O)=O)=CC=1.[CH2:32]([NH2:34])[CH3:33]. Product: [F:30][C:26]1[CH:25]=[C:24]([C@H:14]([N:15]2[C:23]3[C:18](=[CH:19][CH:20]=[CH:21][CH:22]=3)[CH:17]=[CH:16]2)[C@H:13]([OH:31])[CH2:12][NH:34][CH2:32][CH3:33])[CH:29]=[CH:28][CH:27]=1. The catalyst class is: 5.